Dataset: Catalyst prediction with 721,799 reactions and 888 catalyst types from USPTO. Task: Predict which catalyst facilitates the given reaction. (1) The catalyst class is: 98. Reactant: CS(C)=O.Cl[C:6]1[N:7]([CH2:29][CH:30]2[CH2:32][CH2:31]2)[C:8]2[C:13]([N:14]=1)=[C:12]([N:15]1[CH2:20][CH2:19][O:18][CH2:17][CH2:16]1)[N:11]=[C:10]([C:21]1[CH:22]=[N:23][C:24]([NH:27][CH3:28])=[N:25][CH:26]=1)[N:9]=2.[NH:33]1[CH2:38][CH2:37][O:36][CH2:35][CH2:34]1. Product: [CH:30]1([CH2:29][N:7]2[C:6]([N:33]3[CH2:38][CH2:37][O:36][CH2:35][CH2:34]3)=[N:14][C:13]3[C:8]2=[N:9][C:10]([C:21]2[CH:22]=[N:23][C:24]([NH:27][CH3:28])=[N:25][CH:26]=2)=[N:11][C:12]=3[N:15]2[CH2:20][CH2:19][O:18][CH2:17][CH2:16]2)[CH2:32][CH2:31]1. (2) Reactant: [Li+].CC([N-]C(C)C)C.[CH3:9][C:10]1[CH:15]=[CH:14][N:13]=[C:12]([C:16]2[CH:21]=[CH:20][C:19]([C:22]([F:25])([F:24])[F:23])=[CH:18][CH:17]=2)[CH:11]=1.[C:26](=O)([O:29]C)[O:27][CH3:28]. Product: [CH3:28][O:27][C:26](=[O:29])[CH2:9][C:10]1[CH:15]=[CH:14][N:13]=[C:12]([C:16]2[CH:17]=[CH:18][C:19]([C:22]([F:25])([F:23])[F:24])=[CH:20][CH:21]=2)[CH:11]=1. The catalyst class is: 1.